This data is from NCI-60 drug combinations with 297,098 pairs across 59 cell lines. The task is: Regression. Given two drug SMILES strings and cell line genomic features, predict the synergy score measuring deviation from expected non-interaction effect. (1) Drug 1: CNC(=O)C1=CC=CC=C1SC2=CC3=C(C=C2)C(=NN3)C=CC4=CC=CC=N4. Drug 2: CC1C(C(CC(O1)OC2CC(OC(C2O)C)OC3=CC4=CC5=C(C(=O)C(C(C5)C(C(=O)C(C(C)O)O)OC)OC6CC(C(C(O6)C)O)OC7CC(C(C(O7)C)O)OC8CC(C(C(O8)C)O)(C)O)C(=C4C(=C3C)O)O)O)O. Cell line: NCI/ADR-RES. Synergy scores: CSS=-0.766, Synergy_ZIP=0.566, Synergy_Bliss=-1.44, Synergy_Loewe=-1.54, Synergy_HSA=-2.80. (2) Drug 1: C1CC(C1)(C(=O)O)C(=O)O.[NH2-].[NH2-].[Pt+2]. Drug 2: CN(CCCl)CCCl.Cl. Cell line: U251. Synergy scores: CSS=50.0, Synergy_ZIP=-11.6, Synergy_Bliss=-3.26, Synergy_Loewe=-2.11, Synergy_HSA=0.787. (3) Drug 1: CC(C)(C#N)C1=CC(=CC(=C1)CN2C=NC=N2)C(C)(C)C#N. Drug 2: C1=CC=C(C=C1)NC(=O)CCCCCCC(=O)NO. Cell line: T-47D. Synergy scores: CSS=10.7, Synergy_ZIP=0.605, Synergy_Bliss=0.244, Synergy_Loewe=-8.29, Synergy_HSA=-8.49. (4) Drug 1: CC(C1=C(C=CC(=C1Cl)F)Cl)OC2=C(N=CC(=C2)C3=CN(N=C3)C4CCNCC4)N. Drug 2: C1CCC(CC1)NC(=O)N(CCCl)N=O. Cell line: TK-10. Synergy scores: CSS=12.6, Synergy_ZIP=-1.56, Synergy_Bliss=3.09, Synergy_Loewe=1.38, Synergy_HSA=2.35. (5) Drug 1: C(CC(=O)O)C(=O)CN.Cl. Drug 2: N.N.Cl[Pt+2]Cl. Cell line: RPMI-8226. Synergy scores: CSS=51.7, Synergy_ZIP=-6.50, Synergy_Bliss=0.0604, Synergy_Loewe=3.86, Synergy_HSA=5.37. (6) Drug 1: C1CN1P(=S)(N2CC2)N3CC3. Drug 2: C1CN1C2=NC(=NC(=N2)N3CC3)N4CC4. Cell line: HCT-15. Synergy scores: CSS=50.2, Synergy_ZIP=-2.26, Synergy_Bliss=-2.78, Synergy_Loewe=3.08, Synergy_HSA=1.45.